Regression. Given a peptide amino acid sequence and an MHC pseudo amino acid sequence, predict their binding affinity value. This is MHC class I binding data. From a dataset of Peptide-MHC class I binding affinity with 185,985 pairs from IEDB/IMGT. (1) The peptide sequence is ILKNSQGEEV. The MHC is HLA-A02:01 with pseudo-sequence HLA-A02:01. The binding affinity (normalized) is 0.315. (2) The peptide sequence is EFIPNLFCM. The MHC is HLA-A01:01 with pseudo-sequence HLA-A01:01. The binding affinity (normalized) is 0.213. (3) The peptide sequence is DSMGQGDAY. The MHC is HLA-B15:01 with pseudo-sequence HLA-B15:01. The binding affinity (normalized) is 0.376. (4) The peptide sequence is LPSSSSYSY. The MHC is HLA-A02:03 with pseudo-sequence HLA-A02:03. The binding affinity (normalized) is 0.0847. (5) The peptide sequence is RVRGAVTGM. The MHC is HLA-A01:01 with pseudo-sequence HLA-A01:01. The binding affinity (normalized) is 0.0847. (6) The peptide sequence is FSWLSLLVPF. The MHC is Mamu-A01 with pseudo-sequence Mamu-A01. The binding affinity (normalized) is 0.442. (7) The peptide sequence is GMDPRMCSL. The MHC is HLA-A30:01 with pseudo-sequence HLA-A30:01. The binding affinity (normalized) is 0.0847. (8) The peptide sequence is PTPVNIIGRNL. The MHC is HLA-B53:01 with pseudo-sequence HLA-B53:01. The binding affinity (normalized) is 0.